This data is from Peptide-MHC class I binding affinity with 185,985 pairs from IEDB/IMGT. The task is: Regression. Given a peptide amino acid sequence and an MHC pseudo amino acid sequence, predict their binding affinity value. This is MHC class I binding data. (1) The peptide sequence is NLFDWMHFL. The MHC is BoLA-D18.4 with pseudo-sequence BoLA-D18.4. The binding affinity (normalized) is 0.0641. (2) The peptide sequence is RDPDEFKTL. The MHC is HLA-B45:01 with pseudo-sequence HLA-B45:01. The binding affinity (normalized) is 0.0392. (3) The peptide sequence is HHIWQNLL. The MHC is HLA-A29:02 with pseudo-sequence HLA-A29:02. The binding affinity (normalized) is 0.207. (4) The peptide sequence is ILDSVGIEA. The MHC is HLA-A02:06 with pseudo-sequence HLA-A02:06. The binding affinity (normalized) is 0.442.